From a dataset of Catalyst prediction with 721,799 reactions and 888 catalyst types from USPTO. Predict which catalyst facilitates the given reaction. Reactant: [CH2:1]1[O:9][C:8]2[CH:7]=[CH:6][C:5]([C:10]3[CH:15]=[C:14]([C:16]4[CH:21]=[CH:20][CH:19]=[CH:18][CH:17]=4)[NH:13][C:12](=[O:22])[CH:11]=3)=[CH:4][C:3]=2[O:2]1.[Si:23]([O:30][CH2:31][CH2:32][CH2:33][CH2:34][CH2:35]O)([C:26]([CH3:29])([CH3:28])[CH3:27])([CH3:25])[CH3:24].C1(P(C2C=CC=CC=2)C2C=CC=CC=2)C=CC=CC=1.CCOC(/N=N/C(OCC)=O)=O. Product: [O:9]1[C:8]2[CH:7]=[CH:6][C:5]([C:10]3[CH:15]=[C:14]([C:16]4[CH:21]=[CH:20][CH:19]=[CH:18][CH:17]=4)[N:13]=[C:12]([O:22][CH2:35][CH2:34][CH2:33][CH2:32][CH2:31][O:30][Si:23]([CH3:25])([CH3:24])[C:26]([CH3:29])([CH3:28])[CH3:27])[CH:11]=3)=[CH:4][C:3]=2[O:2][CH2:1]1. The catalyst class is: 7.